The task is: Predict which catalyst facilitates the given reaction.. This data is from Catalyst prediction with 721,799 reactions and 888 catalyst types from USPTO. (1) Reactant: [C:1]([O:5][C:6]([N:8]1[CH2:13][CH:12]2[C:10]([C:14]3[CH:19]=[CH:18][C:17](Br)=[CH:16][CH:15]=3)([CH2:11]2)[CH2:9]1)=[O:7])([CH3:4])([CH3:3])[CH3:2].CC(C)([O-])C.[Na+].[CH2:27]([NH2:34])[C:28]1[CH:33]=[CH:32][CH:31]=[CH:30][CH:29]=1. Product: [C:1]([O:5][C:6]([N:8]1[CH2:13][CH:12]2[C:10]([C:14]3[CH:19]=[CH:18][C:17]([NH:34][CH2:27][C:28]4[CH:33]=[CH:32][CH:31]=[CH:30][CH:29]=4)=[CH:16][CH:15]=3)([CH2:11]2)[CH2:9]1)=[O:7])([CH3:4])([CH3:3])[CH3:2]. The catalyst class is: 733. (2) Reactant: [F:1][C:2]1[C:3](I)=[C:4]2[N:10](CCOC)[N:9]=[CH:8][C:5]2=[N:6][CH:7]=1.CC1(C)C2C=CC=C(P(C3C=CC=CC=3)C3C=CC=CC=3)[C:25]=2[O:24][C:23]2C1=CC=C[C:22]=2P(C1C=CC=CC=1)C1C=CC=CC=1.CC(C)([O-])C.[Na+].[Cl:64][C:65]1[CH:66]=[CH:67][C:68]([F:79])=[C:69]([C:71]2[CH:76]=[C:75]([NH2:77])[C:74]([CH3:78])=[CH:73][N:72]=2)[CH:70]=1.C(O)(C(F)(F)F)=O. Product: [Cl:64][C:65]1[CH:66]=[CH:67][C:68]([F:79])=[C:69]([C:71]2[CH:76]=[C:75]([NH:77][C:3]3[C:4]4[C:5](=[CH:8][N:9]([CH2:22][CH2:23][O:24][CH3:25])[N:10]=4)[N:6]=[CH:7][C:2]=3[F:1])[C:74]([CH3:78])=[CH:73][N:72]=2)[CH:70]=1. The catalyst class is: 62. (3) The catalyst class is: 35. Reactant: [CH:1]1([N:5]2[CH2:10][CH2:9][CH:8]([CH2:11][C:12]([OH:14])=O)[CH2:7][CH2:6]2)[CH2:4][CH2:3][CH2:2]1.CN(C(ON1N=NC2C=CC=NC1=2)=[N+](C)C)C.F[P-](F)(F)(F)(F)F.CCN(C(C)C)C(C)C.[OH:48]/[N:49]=[C:50](/[C:52]1[CH:60]=[CH:59][C:55]2[O:56][CH2:57][O:58][C:54]=2[CH:53]=1)\[NH2:51]. Product: [O:56]1[C:55]2[CH:59]=[CH:60][C:52](/[C:50](=[N:49]/[OH:48])/[NH:51][C:12](=[O:14])[CH2:11][CH:8]3[CH2:7][CH2:6][N:5]([CH:1]4[CH2:2][CH2:3][CH2:4]4)[CH2:10][CH2:9]3)=[CH:53][C:54]=2[O:58][CH2:57]1. (4) Reactant: [O-]CC.[Na+].CS([C:9]1[N:10]([CH2:22][CH2:23][NH:24]C(=O)OC(C)(C)C)[C:11]2[C:20]3[N:19]=[CH:18][CH:17]=[CH:16][C:15]=3[N:14]=[CH:13][C:12]=2[N:21]=1)(=O)=O. Product: [N:19]1[CH:18]=[CH:17][CH:16]=[C:15]2[C:20]=1[C:11]1[N:10]3[CH2:22][CH2:23][NH:24][C:9]3=[N:21][C:12]=1[CH:13]=[N:14]2. The catalyst class is: 8. (5) Reactant: [CH3:1][N:2]([CH:10]1[CH2:15][CH2:14][N:13]([CH2:16][C:17]2([CH3:28])[O:21][C:20]3=[N:22][C:23]([N+:25]([O-:27])=[O:26])=[CH:24][N:19]3[CH2:18]2)[CH2:12][CH2:11]1)[C:3](=[O:9])[O:4]C(C)(C)C.FC(F)(F)C(O)=O.C(N(CC)CC)C.C(Cl)(=O)O[CH2:45][C:46]1[CH:51]=[CH:50][CH:49]=[CH:48][CH:47]=1. Product: [CH3:1][N:2]([CH:10]1[CH2:15][CH2:14][N:13]([CH2:16][C:17]2([CH3:28])[O:21][C:20]3=[N:22][C:23]([N+:25]([O-:27])=[O:26])=[CH:24][N:19]3[CH2:18]2)[CH2:12][CH2:11]1)[C:3](=[O:9])[O:4][CH2:45][C:46]1[CH:51]=[CH:50][CH:49]=[CH:48][CH:47]=1. The catalyst class is: 34.